From a dataset of Full USPTO retrosynthesis dataset with 1.9M reactions from patents (1976-2016). Predict the reactants needed to synthesize the given product. (1) Given the product [CH3:25][O:24][C:22](=[O:23])[CH2:21][N:8]1[C:7]2[CH:11]=[CH:12][CH:13]=[C:14]([CH:15]([CH3:17])[CH3:16])[C:6]=2[O:5][CH:4]([CH:1]([CH3:3])[CH3:2])[C:9]1=[O:10], predict the reactants needed to synthesize it. The reactants are: [CH:1]([CH:4]1[C:9](=[O:10])[NH:8][C:7]2[CH:11]=[CH:12][CH:13]=[C:14]([CH:15]([CH3:17])[CH3:16])[C:6]=2[O:5]1)([CH3:3])[CH3:2].[H-].[Na+].Br[CH2:21][C:22]([O:24][CH3:25])=[O:23].Cl. (2) Given the product [CH3:1][O:2][C:3]1[CH:12]=[C:11]2[C:6]([C:7](=[N:23][OH:24])[CH:8]([C:13]3[CH:18]=[CH:17][C:16]([O:19][CH3:20])=[CH:15][CH:14]=3)[CH2:9][O:10]2)=[CH:5][CH:4]=1, predict the reactants needed to synthesize it. The reactants are: [CH3:1][O:2][C:3]1[CH:12]=[C:11]2[C:6]([C:7](=O)[CH:8]([C:13]3[CH:18]=[CH:17][C:16]([O:19][CH3:20])=[CH:15][CH:14]=3)[CH2:9][O:10]2)=[CH:5][CH:4]=1.Cl.[NH2:23][OH:24]. (3) Given the product [CH3:1][O:2][C:3]1[CH:4]=[C:5]2[C:10](=[CH:11][C:12]=1[O:13][CH2:14][CH:15]1[CH2:20][CH2:19][N:18]([CH2:21][CH2:22][S:23]([CH3:26])(=[O:25])=[O:24])[CH2:17][CH2:16]1)[N:9]=[CH:8][NH:7][C:6]2=[O:35], predict the reactants needed to synthesize it. The reactants are: [CH3:1][O:2][C:3]1[CH:4]=[C:5]2[C:10](=[CH:11][C:12]=1[O:13][CH2:14][CH:15]1[CH2:20][CH2:19][N:18]([CH2:21][CH2:22][S:23]([CH3:26])(=[O:25])=[O:24])[CH2:17][CH2:16]1)[N:9]=[CH:8][N:7](COC(=O)C(C)(C)C)[C:6]2=[O:35].[OH-].[Na+].Cl. (4) Given the product [F:22][C:19]1[CH:20]=[CH:21][C:16]([CH2:15][O:13][CH:10]2[CH2:11][CH2:12][C:7]3([O:6][CH2:5][CH2:4][O:3]3)[CH2:8][CH2:9]2)=[CH:17][CH:18]=1, predict the reactants needed to synthesize it. The reactants are: [H-].[Na+].[O:3]1[C:7]2([CH2:12][CH2:11][CH:10]([OH:13])[CH2:9][CH2:8]2)[O:6][CH2:5][CH2:4]1.Br[CH2:15][C:16]1[CH:21]=[CH:20][C:19]([F:22])=[CH:18][CH:17]=1.C([O-])(O)=O.[Na+]. (5) Given the product [C:13]([C:9]1[CH:8]=[C:7]2[C:3]([CH2:4][CH:5]([CH3:18])[C:6]2=[O:17])=[C:2]([C:26]2[CH:31]=[CH:30][CH:29]=[CH:28][CH:27]=2)[C:10]=1[O:11][CH3:12])([CH3:16])([CH3:15])[CH3:14], predict the reactants needed to synthesize it. The reactants are: Br[C:2]1[C:10]([O:11][CH3:12])=[C:9]([C:13]([CH3:16])([CH3:15])[CH3:14])[CH:8]=[C:7]2[C:3]=1[CH2:4][CH:5]([CH3:18])[C:6]2=[O:17].C([O-])([O-])=O.[Na+].[Na+].O.[CH:26]1[CH:31]=[CH:30][C:29](P([C:26]2[CH:31]=[CH:30][CH:29]=[CH:28][CH:27]=2)[C:26]2[CH:31]=[CH:30][CH:29]=[CH:28][CH:27]=2)=[CH:28][CH:27]=1. (6) Given the product [F:1][C:2]1[CH:3]=[C:4]2[C:8](=[CH:9][CH:10]=1)[NH:7][C:6]([C:11]([N:13]1[CH2:17][CH2:16][CH2:15][CH2:14]1)=[O:12])=[C:5]2[S:24][C:22]1[CH:23]=[CH:18][CH:19]=[CH:20][N:21]=1, predict the reactants needed to synthesize it. The reactants are: [F:1][C:2]1[CH:3]=[C:4]2[C:8](=[CH:9][CH:10]=1)[NH:7][C:6]([C:11]([N:13]1[CH2:17][CH2:16][CH2:15][CH2:14]1)=[O:12])=[CH:5]2.[CH:18]1[CH:23]=[C:22]([S:24][S:24][C:22]2[N:21]=[CH:20][CH:19]=[CH:18][CH:23]=2)[N:21]=[CH:20][CH:19]=1. (7) Given the product [C:1]([SiH:4]([CH:8]([CH3:10])[CH3:9])[CH:5]([CH3:7])[CH3:6])([CH3:3])=[CH2:2].[C:1]([Si:4]([CH:8]([CH3:10])[CH3:9])([CH:5]([CH3:7])[CH3:6])[Br:11])([CH3:3])=[CH2:2], predict the reactants needed to synthesize it. The reactants are: [C:1]([SiH:4]([CH:8]([CH3:10])[CH3:9])[CH:5]([CH3:7])[CH3:6])([CH3:3])=[CH2:2].[Br:11]N1C(=O)CCC1=O. (8) Given the product [CH3:1][O:2][C:3](=[O:8])[C@H:4]([O:7][S:15]([C:18]([F:21])([F:20])[F:19])(=[O:17])=[O:16])[CH2:5][CH3:6], predict the reactants needed to synthesize it. The reactants are: [CH3:1][O:2][C:3](=[O:8])[C@H:4]([OH:7])[CH2:5][CH3:6].N1C=CC=CC=1.[S:15](O[S:15]([C:18]([F:21])([F:20])[F:19])(=[O:17])=[O:16])([C:18]([F:21])([F:20])[F:19])(=[O:17])=[O:16].O. (9) Given the product [F:12][C:13]1[CH:14]=[C:15]2[C:19](=[CH:20][C:21]=1[C:22]#[N:23])[NH:18][CH:17]=[C:2]2[CH:1]=[O:5], predict the reactants needed to synthesize it. The reactants are: [C:1](Cl)(=[O:5])[C:2](Cl)=O.CN(C=O)C.[F:12][C:13]1[CH:14]=[C:15]2[C:19](=[CH:20][C:21]=1[C:22]#[N:23])[NH:18][CH:17]=C2.[OH-].[Na+]. (10) Given the product [ClH:1].[F:16][CH:15]([C:17]1[C:26]2[C:21](=[CH:22][CH:23]=[C:24]([O:27][CH3:28])[CH:25]=2)[CH:20]=[CH:19][CH:18]=1)[CH2:14][NH2:11], predict the reactants needed to synthesize it. The reactants are: [Cl-:1].[Al+3].[Cl-].[Cl-].[H-].[Al+3].[Li+].[H-].[H-].[H-].[N:11]([CH2:14][CH:15]([C:17]1[C:26]2[C:21](=[CH:22][CH:23]=[C:24]([O:27][CH3:28])[CH:25]=2)[CH:20]=[CH:19][CH:18]=1)[F:16])=[N+]=[N-].[OH-].[Na+].